Predict the reactants needed to synthesize the given product. From a dataset of Full USPTO retrosynthesis dataset with 1.9M reactions from patents (1976-2016). (1) Given the product [CH3:34][O:33][C:26]1[C:25]([OH:24])=[CH:32][CH:31]=[C:28](/[CH:29]=[CH:2]/[C:1]([CH2:4][C:5](/[CH:6]=[CH:38]/[C:37]2[CH:22]=[C:21]([O:45][CH3:44])[C:20]([OH:19])=[CH:35][CH:36]=2)=[O:7])=[O:3])[CH:27]=1, predict the reactants needed to synthesize it. The reactants are: [C:1]([CH2:4][C:5](=[O:7])[CH3:6])(=[O:3])[CH3:2].B([O:19][CH2:20][CH2:21][CH2:22]C)([O:19][CH2:20][CH2:21][CH2:22]C)[O:19][CH2:20][CH2:21][CH2:22]C.[OH:24][C:25]1[CH:32]=[CH:31][C:28]([CH:29]=O)=[CH:27][C:26]=1[O:33][CH3:34].[CH2:35](N)[CH2:36][CH2:37][CH3:38].Cl.CN([CH:44]=[O:45])C. (2) Given the product [CH3:1][O:2][C:3]([C:5]1[N:6]([CH2:23][C:24]2[CH:29]=[CH:28][CH:27]=[CH:26][CH:25]=2)[C:7](=[O:22])[C:8]2[C:13]([C:14]=1[C:15]1[CH:20]=[CH:19][CH:18]=[CH:17][CH:16]=1)=[CH:12][C:11]([CH2:30][CH2:31][CH2:32][CH3:33])=[CH:10][CH:9]=2)=[O:4], predict the reactants needed to synthesize it. The reactants are: [CH3:1][O:2][C:3]([C:5]1[N:6]([CH2:23][C:24]2[CH:29]=[CH:28][CH:27]=[CH:26][CH:25]=2)[C:7](=[O:22])[C:8]2[C:13]([C:14]=1[C:15]1[CH:20]=[CH:19][CH:18]=[CH:17][CH:16]=1)=[CH:12][C:11](Br)=[CH:10][CH:9]=2)=[O:4].[CH2:30](B(O)O)[CH2:31][CH2:32][CH3:33].C(=O)([O-])[O-].[K+].[K+].C1(C)C=CC=CC=1. (3) Given the product [C:19]1([CH:14]([C:8]2[CH:9]=[CH:10][CH:11]=[CH:12][CH:13]=2)[CH2:15][C:16]([N:6]2[CH2:5][CH2:4][NH:3][C:2](=[O:1])[CH2:7]2)=[O:17])[CH:20]=[CH:21][CH:22]=[CH:23][CH:24]=1, predict the reactants needed to synthesize it. The reactants are: [O:1]=[C:2]1[CH2:7][NH:6][CH2:5][CH2:4][NH:3]1.[C:8]1([CH:14]([C:19]2[CH:24]=[CH:23][CH:22]=[CH:21][CH:20]=2)[CH2:15][C:16](O)=[O:17])[CH:13]=[CH:12][CH:11]=[CH:10][CH:9]=1.C(Cl)CCl.